This data is from Reaction yield outcomes from USPTO patents with 853,638 reactions. The task is: Predict the reaction yield, written as a fraction of the theoretical maximum amount of product (1.0 means a 100% yield; for example, 0.34 means a 34% yield). (1) The reactants are [CH3:1][CH:2]([CH2:8][CH2:9][CH3:10])[C:3]([N:5]=[C:6]=[S:7])=[O:4].[CH3:11][O:12][C:13]1[CH:14]=[C:15]2[C:20](=[CH:21][C:22]=1[O:23][CH3:24])[N:19]=[CH:18][N:17]=[C:16]2[O:25][C:26]1[CH:32]=[CH:31][C:29]([NH2:30])=[CH:28][CH:27]=1.C1(C)C=CC=CC=1. The catalyst is C(O)C. The product is [CH3:11][O:12][C:13]1[CH:14]=[C:15]2[C:20](=[CH:21][C:22]=1[O:23][CH3:24])[N:19]=[CH:18][N:17]=[C:16]2[O:25][C:26]1[CH:32]=[CH:31][C:29]([NH:30][C:6]([NH:5][C:3](=[O:4])[CH:2]([CH3:1])[CH2:8][CH2:9][CH3:10])=[S:7])=[CH:28][CH:27]=1. The yield is 0.570. (2) The reactants are [F:1][C:2]1[CH:7]=[CH:6][CH:5]=[C:4]([F:8])[C:3]=1[N:9]1[C:14]2[N:15]=[C:16](S(C)(=O)=O)[N:17]=[C:18]([C:19]3[CH:24]=[CH:23][C:22]([F:25])=[CH:21][C:20]=3[CH3:26])[C:13]=2[CH:12]=[CH:11][C:10]1=[O:31].[CH3:32][S:33][CH2:34][CH2:35][CH2:36][NH2:37]. No catalyst specified. The product is [F:8][C:4]1[CH:5]=[CH:6][CH:7]=[C:2]([F:1])[C:3]=1[N:9]1[C:14]2[N:15]=[C:16]([NH:37][CH2:36][CH2:35][CH2:34][S:33][CH3:32])[N:17]=[C:18]([C:19]3[CH:24]=[CH:23][C:22]([F:25])=[CH:21][C:20]=3[CH3:26])[C:13]=2[CH:12]=[CH:11][C:10]1=[O:31]. The yield is 0.520. (3) The reactants are [C:1]([O:5][C:6]([NH:8][C@H:9]([CH2:29][C:30]1[CH:35]=[C:34]([F:36])[C:33]([F:37])=[CH:32][C:31]=1[F:38])[CH2:10][C:11]([N:13]1[CH2:18][CH2:17][N:16]2[C:19]([C:25]([F:28])([F:27])[F:26])=[N:20][C:21]([C:22](O)=[O:23])=[C:15]2[CH2:14]1)=[O:12])=[O:7])([CH3:4])([CH3:3])[CH3:2].S(O)(O)(=O)=O.[NH2:44][CH2:45][C:46]#[N:47].O=C1N([ClH]P([ClH]N2CCOC2=O)=O)CCO1.C(N(CC)CC)C. The catalyst is ClCCl. The product is [C:1]([O:5][C:6](=[O:7])[NH:8][C@H:9]([CH2:29][C:30]1[CH:35]=[C:34]([F:36])[C:33]([F:37])=[CH:32][C:31]=1[F:38])[CH2:10][C:11]([N:13]1[CH2:18][CH2:17][N:16]2[C:19]([C:25]([F:28])([F:26])[F:27])=[N:20][C:21]([C:22](=[O:23])[NH:47][CH2:46][C:45]#[N:44])=[C:15]2[CH2:14]1)=[O:12])([CH3:4])([CH3:2])[CH3:3]. The yield is 0.944.